This data is from Experimentally validated miRNA-target interactions with 360,000+ pairs, plus equal number of negative samples. The task is: Binary Classification. Given a miRNA mature sequence and a target amino acid sequence, predict their likelihood of interaction. (1) The miRNA is mmu-miR-125b-1-3p with sequence ACGGGUUAGGCUCUUGGGAGCU. The protein sequence of the target gene is MAHGIPSQGKVTITVDEYSSNPTQAFTHYNINQSRFQPPHVHMVDPIPYDTPKPAGHTRFVCISDTHSRTDGIQMPYGDILLHTGDFTELGLPSEVKKFNDWLGNLPYEYKIVIAGNHELTFDKEFMADLVKQDYYRFPSVSKLKPEDFDNVQSLLTNSIYLQDSEVTVKGFRIYGAPWTPWFNGWGFNLPRGQSLLDKWNLIPEGIDILMTHGPPLGFRDWVPKELQRVGCVELLNTVQRRVRPKLHVFGGIHEGYGIMTDGYTTYINASTCTVSFQPTNPPIIFDLPNPQGS. Result: 0 (no interaction). (2) The miRNA is mmu-miR-340-5p with sequence UUAUAAAGCAAUGAGACUGAUU. The protein sequence of the target gene is MALVGSRVELDADEDIFEDALETISRSPSDMATSGFHFVPCETKRTSRQLGASAMGRPEGSSAKVDLKSGLEECAEALNLFLSNKFKDALELLRPWAKESMYHALGYSTIVVLQAVMTFEQQDIQNGISAMKDALQTCQKYRKKCTVVESFSSLLSRGSLEQLSEEEMHAEICYAECLLQKAALTFVQDENMINFIKGGLKIRTSYQIYKECLSILHVIQKNKQEQHFFYEFEGGVKLGTGAFNLMLSLLPARIIRLLEFIGFSGNRDLGLLQLREGASGSSMRSPLCCLTILAFHTYIS.... Result: 1 (interaction). (3) The miRNA is hsa-miR-6893-3p with sequence CCCUGCUGCCUUCACCUGCCAG. The protein sequence of the target gene is MPGERPTDATVIPSAKRERKAITLDLKLEVLRRFEAGEKLSQIAKALDLAISTVATIRDSKEKIKASSQIATPLRASRLTRHRSAVMESMEQLLSLWLEDQSQPNATLSAAIVQEKAEFDDLQREHGEGSQTERFHASQGWLVRFKECHCLPHFKMNSAAPSNKDMYTEMLKSIIEEGEYTPQVSLT. Result: 1 (interaction).